From a dataset of Catalyst prediction with 721,799 reactions and 888 catalyst types from USPTO. Predict which catalyst facilitates the given reaction. (1) Reactant: C(NC(C)C)(C)C.C([Li])CCC.CCCCCC.[CH3:19][N:20]1[CH2:25][CH2:24][CH2:23][CH2:22][C:21]1=[O:26].[C:27](OCC)(=[O:29])[CH3:28]. Product: [C:27]([CH:22]1[CH2:23][CH2:24][CH2:25][N:20]([CH3:19])[C:21]1=[O:26])(=[O:29])[CH3:28]. The catalyst class is: 1. (2) Reactant: P([O-])([O-])([O-])=O.[CH2:6]([C:8]1[S:20][C:11]2[N:12]([CH3:19])[C:13](=[O:18])[N:14]([CH3:17])[C:15](=[O:16])[C:10]=2[C:9]=1[CH2:21][C:22]([NH:24][C:25]1[S:26][CH:27]=[C:28]([C:30]2[CH:35]=[CH:34][C:33]([C:36]([F:39])([F:38])[F:37])=[C:32]([F:40])[CH:31]=2)[N:29]=1)=[O:23])[CH3:7].[P:41]([O:53][CH2:54]I)([O:48][C:49]([CH3:52])([CH3:51])[CH3:50])([O:43][C:44]([CH3:47])([CH3:46])[CH3:45])=[O:42].[H-].[Na+]. Product: [P:41]([O:53][CH2:54][N:29]1[C:28]([C:30]2[CH:35]=[CH:34][C:33]([C:36]([F:39])([F:38])[F:37])=[C:32]([F:40])[CH:31]=2)=[CH:27][S:26][C:25]1=[N:24][C:22](=[O:23])[CH2:21][C:9]1[C:10]2[C:15](=[O:16])[N:14]([CH3:17])[C:13](=[O:18])[N:12]([CH3:19])[C:11]=2[S:20][C:8]=1[CH2:6][CH3:7])([O:43][C:44]([CH3:47])([CH3:46])[CH3:45])([O:48][C:49]([CH3:50])([CH3:51])[CH3:52])=[O:42]. The catalyst class is: 3. (3) Reactant: [CH2:1](Cl)[C:2]1[CH:7]=[CH:6][CH:5]=[CH:4][CH:3]=1.[OH:9][C:10]1[C:19]([O:20][CH3:21])=[CH:18][C:13]([C:14]([O:16][CH3:17])=[O:15])=[CH:12][C:11]=1[O:22][CH3:23].C([O-])([O-])=O.[K+].[K+]. Product: [CH2:1]([O:9][C:10]1[C:11]([O:22][CH3:23])=[CH:12][C:13]([C:14]([O:16][CH3:17])=[O:15])=[CH:18][C:19]=1[O:20][CH3:21])[C:2]1[CH:7]=[CH:6][CH:5]=[CH:4][CH:3]=1. The catalyst class is: 5. (4) Reactant: [O:1]=[C:2]1[CH2:7][S:6][C:5]2[CH:8]=[CH:9][C:10]([C:12]([OH:14])=O)=[N:11][C:4]=2[NH:3]1.[NH2:15][CH:16]1[CH2:21][CH2:20][N:19]([CH2:22][CH:23]2[C:27]3=[C:28]([Cl:36])[CH:29]=[N:30][C:31]4[CH:32]=[CH:33][C:34](=[O:35])[N:25]([C:26]=43)[CH2:24]2)[CH2:18][CH2:17]1.C(N(CC)CC)C.CN(C(ON1N=NC2C=CC=NC1=2)=[N+](C)C)C.F[P-](F)(F)(F)(F)F. Product: [ClH:36].[Cl:36][C:28]1[CH:29]=[N:30][C:31]2[CH:32]=[CH:33][C:34](=[O:35])[N:25]3[CH2:24][CH:23]([CH2:22][N:19]4[CH2:18][CH2:17][CH:16]([NH:15][C:12]([C:10]5[CH:9]=[CH:8][C:5]6[S:6][CH2:7][C:2](=[O:1])[NH:3][C:4]=6[N:11]=5)=[O:14])[CH2:21][CH2:20]4)[C:27]=1[C:26]=23. The catalyst class is: 3. (5) Reactant: [F:1][C:2]1[CH:3]=[C:4]([N:9]=[C:10]=[O:11])[CH:5]=[CH:6][C:7]=1[F:8].[O:12]1[CH2:17][CH2:16][N:15]([CH2:18][CH2:19][CH2:20][O:21][C:22]2[CH:23]=[C:24]([CH:26]=[CH:27][CH:28]=2)[NH2:25])[CH2:14][CH2:13]1. Product: [F:1][C:2]1[CH:3]=[C:4]([NH:9][C:10]([NH:25][C:24]2[CH:26]=[CH:27][CH:28]=[C:22]([O:21][CH2:20][CH2:19][CH2:18][N:15]3[CH2:14][CH2:13][O:12][CH2:17][CH2:16]3)[CH:23]=2)=[O:11])[CH:5]=[CH:6][C:7]=1[F:8]. The catalyst class is: 22. (6) Reactant: [CH3:1][O:2][C:3]1[N:8]2[N:9]=[C:10]([C:12]([F:15])([F:14])[F:13])[CH:11]=[C:7]2[C:6]([CH:16]([C:18]2[CH:23]=[CH:22][CH:21]=[CH:20][CH:19]=2)[OH:17])=[CH:5][CH:4]=1. Product: [CH3:1][O:2][C:3]1[N:8]2[N:9]=[C:10]([C:12]([F:15])([F:13])[F:14])[CH:11]=[C:7]2[C:6]([C:16]([C:18]2[CH:23]=[CH:22][CH:21]=[CH:20][CH:19]=2)=[O:17])=[CH:5][CH:4]=1. The catalyst class is: 661.